Dataset: Catalyst prediction with 721,799 reactions and 888 catalyst types from USPTO. Task: Predict which catalyst facilitates the given reaction. (1) Reactant: F[B-](F)(F)F.N1(OC(N(C)C)=[N+](C)C)C2C=CC=CC=2N=N1.[CH3:23][O:24][C:25]1[CH:48]=[CH:47][C:28]([CH2:29][NH:30][C:31]2[C:40](/[CH:41]=[CH:42]/[C:43]([OH:45])=O)=[CH:39][C:38]3[C:33](=[CH:34][CH:35]=[C:36]([Br:46])[CH:37]=3)[N:32]=2)=[CH:27][CH:26]=1.[CH:49]1([CH2:55][NH2:56])[CH2:54][CH2:53][CH2:52][CH2:51][CH2:50]1.CCN(C(C)C)C(C)C.C(=O)(O)[O-].[Na+]. Product: [CH3:23][O:24][C:25]1[CH:48]=[CH:47][C:28]([CH2:29][NH:30][C:31]2[C:40](/[CH:41]=[CH:42]/[C:43]([NH:56][CH2:55][CH:49]3[CH2:54][CH2:53][CH2:52][CH2:51][CH2:50]3)=[O:45])=[CH:39][C:38]3[C:33](=[CH:34][CH:35]=[C:36]([Br:46])[CH:37]=3)[N:32]=2)=[CH:27][CH:26]=1. The catalyst class is: 296. (2) Reactant: [CH3:1][O:2][C:3](=[O:13])[CH2:4][CH2:5][CH2:6][CH2:7][CH2:8][CH2:9][CH2:10][CH2:11][CH3:12].C(O)[C:15]1[CH:23]=[CH:22][C:20]([OH:21])=[C:17]([O:18][CH3:19])[CH:16]=1. Product: [C:3]([O:2][CH2:1][C:15]1[CH:23]=[CH:22][C:20]([OH:21])=[C:17]([O:18][CH3:19])[CH:16]=1)(=[O:13])[CH2:4][CH2:5][CH2:6][CH2:7][CH2:8][CH2:9][CH2:10][CH2:11][CH3:12]. The catalyst class is: 21. (3) Reactant: [Br:1][C:2]1[N:7]=[CH:6][C:5]2[CH:8]=[N:9][NH:10][C:4]=2[CH:3]=1.[OH-].[K+].[I:13]I. Product: [Br:1][C:2]1[N:7]=[CH:6][C:5]2[C:8]([I:13])=[N:9][NH:10][C:4]=2[CH:3]=1. The catalyst class is: 35. (4) The catalyst class is: 2. Product: [F:50][C:49]([F:52])([F:51])[CH2:47][O:48][C:12]1[C:11]([C:20]([F:21])([F:23])[F:22])=[CH:10][C:9]2[NH:24][C:25](=[O:45])[CH2:26][C:27]([C:28]3[CH:33]=[CH:32][CH:31]=[C:30]([C:34]4[CH:39]=[CH:38][N:37]=[C:36]([C:40]([F:41])([F:42])[F:43])[CH:35]=4)[CH:29]=3)=[N:7][C:8]=2[CH:13]=1. Reactant: C(OC(=O)[NH:7][C:8]1[CH:13]=[C:12](OCC(F)(F)F)[C:11]([C:20]([F:23])([F:22])[F:21])=[CH:10][C:9]=1[NH:24][C:25](=[O:45])[CH2:26][C:27](=O)[C:28]1[CH:33]=[CH:32][CH:31]=[C:30]([C:34]2[CH:39]=[CH:38][N:37]=[C:36]([C:40]([F:43])([F:42])[F:41])[CH:35]=2)[CH:29]=1)(C)(C)C.[C:47](O)([C:49]([F:52])([F:51])[F:50])=[O:48]. (5) Reactant: [C:1]([NH:4][C:5]1[CH:10]=[CH:9][C:8]([OH:11])=[CH:7][CH:6]=1)(=[O:3])[CH3:2].Cl.Cl[CH2:14][C:15]1[CH:20]=[CH:19][CH:18]=[CH:17][N:16]=1.C(=O)([O-])[O-].[Cs+].[Cs+].O. Product: [N:16]1[CH:17]=[CH:18][CH:19]=[CH:20][C:15]=1[CH2:14][O:11][C:8]1[CH:9]=[CH:10][C:5]([NH:4][C:1](=[O:3])[CH3:2])=[CH:6][CH:7]=1. The catalyst class is: 3.